This data is from Forward reaction prediction with 1.9M reactions from USPTO patents (1976-2016). The task is: Predict the product of the given reaction. The product is: [F:22][C:23]1[CH:28]=[CH:27][C:26]([CH2:29][C:30]([N:2]2[C:10]3[C:5](=[CH:6][C:7]([C:11]4[C:19]5[C:18]([NH2:20])=[N:17][CH:16]=[N:15][C:14]=5[N:13]([CH3:21])[CH:12]=4)=[CH:8][CH:9]=3)[CH2:4][CH2:3]2)=[O:31])=[CH:25][CH:24]=1. Given the reactants Cl.[NH:2]1[C:10]2[C:5](=[CH:6][C:7]([C:11]3[C:19]4[C:18]([NH2:20])=[N:17][CH:16]=[N:15][C:14]=4[N:13]([CH3:21])[CH:12]=3)=[CH:8][CH:9]=2)[CH2:4][CH2:3]1.[F:22][C:23]1[CH:28]=[CH:27][C:26]([CH2:29][C:30](O)=[O:31])=[CH:25][CH:24]=1.CN(C(ON1N=NC2C=CC=NC1=2)=[N+](C)C)C.F[P-](F)(F)(F)(F)F.CCN(C(C)C)C(C)C, predict the reaction product.